From a dataset of Full USPTO retrosynthesis dataset with 1.9M reactions from patents (1976-2016). Predict the reactants needed to synthesize the given product. (1) Given the product [Cl:1][C:2]1[CH:7]=[C:6]([NH:8][C:9]2[C:18]3[C:13](=[CH:14][CH:15]=[CH:16][C:17]=3[O:27][CH2:26][C@@H:22]3[CH2:23][CH2:24][CH2:25][NH:21]3)[N:12]=[CH:11][N:10]=2)[CH:5]=[CH:4][C:3]=1[OH:20], predict the reactants needed to synthesize it. The reactants are: [Cl:1][C:2]1[CH:7]=[C:6]([NH:8][C:9]2[C:18]3[C:13](=[CH:14][CH:15]=[CH:16][C:17]=3F)[N:12]=[CH:11][N:10]=2)[CH:5]=[CH:4][C:3]=1[OH:20].[NH:21]1[CH2:25][CH2:24][CH2:23][C@H:22]1[CH2:26][OH:27]. (2) Given the product [Br:17][C:18]1[CH:23]=[CH:22][C:21]([C:11]([C:10]2[CH:14]=[CH:15][CH:16]=[C:8]([N+:5]([O-:7])=[O:6])[CH:9]=2)=[O:12])=[CH:20][CH:19]=1, predict the reactants needed to synthesize it. The reactants are: [Al+3].[Cl-].[Cl-].[Cl-].[N+:5]([C:8]1[CH:9]=[C:10]([CH:14]=[CH:15][CH:16]=1)[C:11](Cl)=[O:12])([O-:7])=[O:6].[Br:17][C:18]1[CH:23]=[CH:22][CH:21]=[CH:20][CH:19]=1. (3) Given the product [ClH:11].[NH2:1][C:2]1[CH:10]=[CH:9][C:5]([CH2:6][NH2:7])=[CH:4][CH:3]=1, predict the reactants needed to synthesize it. The reactants are: [NH2:1][C:2]1[CH:10]=[CH:9][C:5]([CH:6]=[N:7]O)=[CH:4][CH:3]=1.[ClH:11]. (4) Given the product [C:18]([C:2]1[CH:7]=[CH:6][C:5]([CH2:8][CH2:9][NH:10][C:11](=[O:17])[O:12][C:13]([CH3:16])([CH3:15])[CH3:14])=[CH:4][CH:3]=1)#[N:19], predict the reactants needed to synthesize it. The reactants are: Br[C:2]1[CH:7]=[CH:6][C:5]([CH2:8][CH2:9][NH:10][C:11](=[O:17])[O:12][C:13]([CH3:16])([CH3:15])[CH3:14])=[CH:4][CH:3]=1.[CH3:18][N:19](C=O)C. (5) Given the product [CH3:1][C:2]1([CH3:41])[CH2:10][C:9]2[NH:8][N:7]=[C:6]([C:19]3[NH:20][C:21]4[C:26]([CH:27]=3)=[CH:25][CH:24]=[C:23]([N:28]([CH3:32])[C:29](=[O:31])[CH3:30])[CH:22]=4)[C:5]=2[CH2:4][CH2:3]1, predict the reactants needed to synthesize it. The reactants are: [CH3:1][C:2]1([CH3:41])[CH2:10][C:9]2[N:8](COCC[Si](C)(C)C)[N:7]=[C:6]([C:19]3[N:20](COCC[Si](C)(C)C)[C:21]4[C:26]([CH:27]=3)=[CH:25][CH:24]=[C:23]([N:28]([CH3:32])[C:29](=[O:31])[CH3:30])[CH:22]=4)[C:5]=2[CH2:4][CH2:3]1.[F-].C([N+](CCCC)(CCCC)CCCC)CCC. (6) Given the product [F:23][C:3]1[CH:2]=[C:7]([C:8]([F:11])([F:10])[F:9])[CH:6]=[CH:5][C:4]=1[C:12]1[C:13]2[C:20]([CH3:22])([OH:21])[CH2:19][CH2:18][C:14]=2[CH:15]=[N:16][CH:17]=1, predict the reactants needed to synthesize it. The reactants are: F[C:2]1[CH:3]=[C:4]([C:12]2[C:13]3[C:20]([CH3:22])([OH:21])[CH2:19][CH2:18][C:14]=3[CH:15]=[N:16][CH:17]=2)[CH:5]=[CH:6][C:7]=1[C:8]([F:11])([F:10])[F:9].[F:23]C1C=C(C(F)(F)F)C=CC=1C1C2C(=O)CCC=2C=NC=1. (7) Given the product [Na+:54].[F:52][C:2]([F:1])([F:51])[C:3]1[CH:4]=[C:5]([CH:44]=[C:45]([C:47]([F:48])([F:49])[F:50])[CH:46]=1)[CH2:6][N:7]([CH2:21][C:22]1[CH:27]=[C:26]([O:28][C:29]([F:32])([F:31])[F:30])[CH:25]=[CH:24][C:23]=1[C:33]1[CH:38]=[C:37]([CH:39]([CH3:41])[CH3:40])[CH:36]=[CH:35][C:34]=1[O:42][CH3:43])[C:8]1[N:9]=[CH:10][C:11]([O:14][CH2:15][CH2:16][CH2:17][C:18]([O-:20])=[O:19])=[CH:12][N:13]=1, predict the reactants needed to synthesize it. The reactants are: [F:1][C:2]([F:52])([F:51])[C:3]1[CH:4]=[C:5]([CH:44]=[C:45]([C:47]([F:50])([F:49])[F:48])[CH:46]=1)[CH2:6][N:7]([CH2:21][C:22]1[CH:27]=[C:26]([O:28][C:29]([F:32])([F:31])[F:30])[CH:25]=[CH:24][C:23]=1[C:33]1[CH:38]=[C:37]([CH:39]([CH3:41])[CH3:40])[CH:36]=[CH:35][C:34]=1[O:42][CH3:43])[C:8]1[N:13]=[CH:12][C:11]([O:14][CH2:15][CH2:16][CH2:17][C:18]([OH:20])=[O:19])=[CH:10][N:9]=1.[OH-].[Na+:54]. (8) Given the product [C:82]([O:81][C:79]([N:75]1[CH2:76][CH2:77][CH2:78][C@H:73]([NH:72][C:71]2[N:66]3[N:65]=[C:64]([NH:43][C:44]4[CH:52]=[C:51]5[C:47]([C:48]([CH3:62])([CH3:61])[C:49](=[O:60])[N:50]5[C:53]([O:55][C:56]([CH3:57])([CH3:59])[CH3:58])=[O:54])=[CH:46][CH:45]=4)[N:86]=[C:67]3[CH:68]=[CH:69][CH:70]=2)[CH2:74]1)=[O:80])([CH3:85])([CH3:83])[CH3:84], predict the reactants needed to synthesize it. The reactants are: C1(P(C2C=CC=CC=2)C2C3OC4C(=CC=CC=4P(C4C=CC=CC=4)C4C=CC=CC=4)C(C)(C)C=3C=CC=2)C=CC=CC=1.[NH2:43][C:44]1[CH:52]=[C:51]2[C:47]([C:48]([CH3:62])([CH3:61])[C:49](=[O:60])[N:50]2[C:53]([O:55][C:56]([CH3:59])([CH3:58])[CH3:57])=[O:54])=[CH:46][CH:45]=1.Br[C:64]1[N:86]=[C:67]2[CH:68]=[CH:69][CH:70]=[C:71]([NH:72][C@H:73]3[CH2:78][CH2:77][CH2:76][N:75]([C:79]([O:81][C:82]([CH3:85])([CH3:84])[CH3:83])=[O:80])[CH2:74]3)[N:66]2[N:65]=1.C(=O)([O-])[O-].[K+].[K+]. (9) Given the product [ClH:16].[NH2:1][C:2]1[CH:7]=[CH:6][CH:5]=[CH:4][C:3]=1[C:8](=[O:15])[CH2:9][CH2:10][Si:11]([CH3:14])([CH3:13])[CH3:12], predict the reactants needed to synthesize it. The reactants are: [NH2:1][C:2]1[CH:7]=[CH:6][CH:5]=[CH:4][C:3]=1[C:8](=[O:15])[CH2:9][CH2:10][Si:11]([CH3:14])([CH3:13])[CH3:12].[ClH:16].C(OCC)C. (10) Given the product [ClH:19].[NH2:1][C@:2]1([C:14]([O:16][CH3:21])=[O:15])[CH2:6][CH2:5][C@H:4]([C:7]2[CH:12]=[CH:11][C:10]([Br:13])=[CH:9][CH:8]=2)[CH2:3]1, predict the reactants needed to synthesize it. The reactants are: [NH2:1][C:2]1([C:14]([OH:16])=[O:15])[CH2:6][CH2:5][C@H:4]([C:7]2[CH:12]=[CH:11][C:10]([Br:13])=[CH:9][CH:8]=2)[CH2:3]1.O=S(Cl)[Cl:19].[CH3:21]O.